From a dataset of Reaction yield outcomes from USPTO patents with 853,638 reactions. Predict the reaction yield, written as a fraction of the theoretical maximum amount of product (1.0 means a 100% yield; for example, 0.34 means a 34% yield). (1) The reactants are C[O:2][C:3](=[O:23])[CH2:4][C:5]([NH:7][C:8]1[CH:13]=[CH:12][C:11]([NH:14][S:15]([CH3:18])(=[O:17])=[O:16])=[CH:10][C:9]=1[S:19](=[O:22])(=[O:21])[NH2:20])=O.[OH-].[Na+].Cl. No catalyst specified. The product is [CH3:18][S:15]([NH:14][C:11]1[CH:12]=[CH:13][C:8]2[NH:7][C:5]([CH2:4][C:3]([OH:2])=[O:23])=[N:20][S:19](=[O:22])(=[O:21])[C:9]=2[CH:10]=1)(=[O:17])=[O:16]. The yield is 0.870. (2) The reactants are [CH3:1][O:2][C:3]([C:5]1[S:6][C:7]([Br:27])=[CH:8][C:9]=1[N:10]([C:18]([C@H:20]1[CH2:25][CH2:24][C@H:23]([CH3:26])[CH2:22][CH2:21]1)=[O:19])[CH:11]1[CH2:16][CH2:15][C:14](=O)[CH2:13][CH2:12]1)=[O:4].C(N(S(F)(F)[F:34])CC)C. The catalyst is C1(C)C=CC=CC=1.C(Cl)Cl. The product is [CH3:1][O:2][C:3]([C:5]1[S:6][CH:7]=[CH:8][CH:9]=1)=[O:4].[CH3:1][O:2][C:3]([C:5]1[S:6][C:7]([Br:27])=[CH:8][C:9]=1[N:10]([CH:11]1[CH2:16][CH2:15][C:14]([F:34])=[CH:13][CH2:12]1)[C:18]([C@H:20]1[CH2:25][CH2:24][C@H:23]([CH3:26])[CH2:22][CH2:21]1)=[O:19])=[O:4]. The yield is 0.445. (3) The reactants are [C:1]([Si:5]([CH3:24])([CH3:23])[O:6][C:7]1[CH:8]=[C:9]([CH2:13][CH2:14][NH:15][CH2:16][CH2:17][CH2:18][CH2:19][CH2:20][CH2:21][CH3:22])[CH:10]=[CH:11][CH:12]=1)([CH3:4])([CH3:3])[CH3:2].[CH3:25][O:26][C:27]1[CH:32]=[C:31]([O:33][CH3:34])[CH:30]=[CH:29][C:28]=1[N:35]=[C:36]=[O:37]. The catalyst is C(Cl)Cl. The product is [C:1]([Si:5]([CH3:23])([CH3:24])[O:6][C:7]1[CH:8]=[C:9]([CH2:13][CH2:14][N:15]([CH2:16][CH2:17][CH2:18][CH2:19][CH2:20][CH2:21][CH3:22])[C:36]([NH:35][C:28]2[CH:29]=[CH:30][C:31]([O:33][CH3:34])=[CH:32][C:27]=2[O:26][CH3:25])=[O:37])[CH:10]=[CH:11][CH:12]=1)([CH3:3])([CH3:4])[CH3:2]. The yield is 0.410. (4) The reactants are [OH:1][C:2]1[C:3](=[O:16])[CH:4]=[C:5]([CH2:8][O:9][CH:10]2[CH2:15][CH2:14][CH2:13][CH2:12][O:11]2)[O:6][CH:7]=1.C([O-])([O-])=O.[Cs+].[Cs+].[Br:23][CH2:24][C:25]1[CH:30]=[CH:29][C:28]([CH2:31]Br)=[CH:27][CH:26]=1. The catalyst is CN(C=O)C. The product is [Br:23][CH2:24][C:25]1[CH:30]=[CH:29][C:28]([CH2:31][O:1][C:2]2[C:3](=[O:16])[CH:4]=[C:5]([CH2:8][O:9][CH:10]3[CH2:15][CH2:14][CH2:13][CH2:12][O:11]3)[O:6][CH:7]=2)=[CH:27][CH:26]=1. The yield is 0.220. (5) The product is [CH3:15][C:14]1[O:13][N:12]=[C:11]([C:16]2[CH:21]=[CH:20][CH:19]=[CH:18][CH:17]=2)[C:10]=1[CH2:9][O:8][C:5]1[N:4]=[N:3][C:2]([N:22]2[CH2:27][CH2:26][O:25][CH2:24][CH2:23]2)=[CH:7][CH:6]=1. No catalyst specified. The yield is 0.230. The reactants are Cl[C:2]1[N:3]=[N:4][C:5]([O:8][CH2:9][C:10]2[C:11]([C:16]3[CH:21]=[CH:20][CH:19]=[CH:18][CH:17]=3)=[N:12][O:13][C:14]=2[CH3:15])=[CH:6][CH:7]=1.[NH:22]1[CH2:27][CH2:26][O:25][CH2:24][CH2:23]1. (6) The reactants are [CH3:1][O:2][C:3]1[CH:4]=[C:5]2[CH2:14][CH:13]([CH2:15][CH:16]3[CH2:21][CH2:20][N:19]([CH2:22][C:23]4[CH:24]=[CH:25][CH:26]=[CH:27][CH:28]=4)[CH2:18][CH2:17]3)[C:11](=[O:12])[C:6]2=[CH:7][C:8]=1[O:9][CH3:10].[ClH:29]. The catalyst is C(O)C. The product is [CH3:1][O:2][C:3]1[CH:4]=[C:5]2[CH2:14][CH:13]([CH2:15][CH:16]3[CH2:17][CH2:18][N:19]([CH2:22][C:23]4[CH:28]=[CH:27][CH:26]=[CH:25][CH:24]=4)[CH2:20][CH2:21]3)[C:11](=[O:12])[C:6]2=[CH:7][C:8]=1[O:9][CH3:10].[ClH:29]. The yield is 0.954. (7) The yield is 0.800. The catalyst is N1C=CC=CC=1. The reactants are [Br:1][C:2]1[C:3]([F:13])=[CH:4][C:5](F)=[C:6]([C:8](=[N:10][NH2:11])[CH3:9])[CH:7]=1. The product is [Br:1][C:2]1[CH:7]=[C:6]2[C:5](=[CH:4][C:3]=1[F:13])[NH:11][N:10]=[C:8]2[CH3:9].